From a dataset of Catalyst prediction with 721,799 reactions and 888 catalyst types from USPTO. Predict which catalyst facilitates the given reaction. (1) Reactant: [NH2:1][CH2:2][CH2:3][N:4]([CH:9]([C:13]1[N:14]([CH2:23][C:24]2[CH:29]=[CH:28][CH:27]=[CH:26][CH:25]=2)[C:15](=[O:22])[C:16]([CH3:21])=[C:17]([C:19]#[N:20])[N:18]=1)[CH:10]([CH3:12])[CH3:11])[C:5](=[O:8])[CH:6]=[CH2:7]. Product: [CH3:21][C:16]1[C:15](=[O:22])[N:14]([CH2:23][C:24]2[CH:29]=[CH:28][CH:27]=[CH:26][CH:25]=2)[C:13]([CH:9]([N:4]2[C:5](=[O:8])[CH2:6][CH2:7][NH:1][CH2:2][CH2:3]2)[CH:10]([CH3:12])[CH3:11])=[N:18][C:17]=1[C:19]#[N:20]. The catalyst class is: 5. (2) Reactant: [Li+].[OH-].C[O:4][C:5]([C:7]1[CH:16]=[CH:15][C:14]2[CH2:13][CH2:12][CH2:11][C@@H:10]([NH:17][C:18](=[O:26])[C:19]3[CH:24]=[CH:23][CH:22]=[CH:21][C:20]=3[Cl:25])[C:9]=2[CH:8]=1)=[O:6]. Product: [Cl:25][C:20]1[CH:21]=[CH:22][CH:23]=[CH:24][C:19]=1[C:18]([NH:17][C@H:10]1[C:9]2[CH:8]=[C:7]([C:5]([OH:6])=[O:4])[CH:16]=[CH:15][C:14]=2[CH2:13][CH2:12][CH2:11]1)=[O:26]. The catalyst class is: 24. (3) Reactant: S(OC)(O[CH3:5])(=O)=O.[CH2:8]([C:11]1[C:12]([OH:22])=[N:13][C:14]2[C:19]([C:20]=1[OH:21])=[CH:18][CH:17]=[CH:16][CH:15]=2)[CH:9]=[CH2:10].C(=O)([O-])[O-].[K+].[K+]. Product: [CH3:5][O:21][C:20]1[C:19]2[C:14](=[CH:15][CH:16]=[CH:17][CH:18]=2)[N:13]=[C:12]([OH:22])[C:11]=1[CH2:8][CH:9]=[CH2:10]. The catalyst class is: 21.